This data is from Reaction yield outcomes from USPTO patents with 853,638 reactions. The task is: Predict the reaction yield, written as a fraction of the theoretical maximum amount of product (1.0 means a 100% yield; for example, 0.34 means a 34% yield). (1) The reactants are C(O[C:6](=O)[N:7]([CH2:9][CH:10]1[CH2:19][C:18]([OH:21])([CH3:20])[C:17]2[C:12](=[CH:13][C:14]([S:22]([C:25]3[CH:30]=[CH:29][CH:28]=[CH:27][CH:26]=3)(=[O:24])=[O:23])=[CH:15][CH:16]=2)[O:11]1)C)(C)(C)C.C(O)(C(F)(F)F)=O.FC(F)(F)C([O-])=O. The catalyst is C(Cl)Cl. The product is [C:25]1([S:22]([C:14]2[CH:13]=[C:12]3[C:17]([C:18]([CH3:20])([OH:21])[CH2:19][CH:10]([CH2:9][NH:7][CH3:6])[O:11]3)=[CH:16][CH:15]=2)(=[O:23])=[O:24])[CH:26]=[CH:27][CH:28]=[CH:29][CH:30]=1. The yield is 0.380. (2) The reactants are [F:1][C:2]1[C:9](S(C(F)(F)F)(=O)=O)=[C:8]([O:17][CH3:18])[CH:7]=[CH:6][C:3]=1[CH:4]=[O:5].[CH3:19][C:20]1[C:21](B(O)O)=[CH:22][C:23]2[C:24]([CH3:33])([CH3:32])[CH2:25][CH2:26][C:27]([CH3:31])([CH3:30])[C:28]=2[CH:29]=1.C(=O)([O-])[O-].[K+].[K+]. The catalyst is COCCOC.O.C(OCC)(=O)C.C1C=CC([P]([Pd]([P](C2C=CC=CC=2)(C2C=CC=CC=2)C2C=CC=CC=2)([P](C2C=CC=CC=2)(C2C=CC=CC=2)C2C=CC=CC=2)[P](C2C=CC=CC=2)(C2C=CC=CC=2)C2C=CC=CC=2)(C2C=CC=CC=2)C2C=CC=CC=2)=CC=1. The product is [CH3:18][O:17][C:8]1[CH:7]=[CH:6][C:3]([CH:4]=[O:5])=[C:2]([F:1])[C:9]=1[C:21]1[C:20]([CH3:19])=[CH:29][C:28]2[C:27]([CH3:31])([CH3:30])[CH2:26][CH2:25][C:24]([CH3:33])([CH3:32])[C:23]=2[CH:22]=1. The yield is 0.620. (3) The catalyst is C(Cl)Cl.O. The product is [Cl:22][C:23]1[C:31]([F:32])=[C:30]2[C:26]([C:27]([S:13][C:12]3[C:2]([F:1])=[C:3]([CH:9]=[CH:10][CH:11]=3)[C:4]([O:6][CH2:7][CH3:8])=[O:5])=[C:28]([CH:33]3[CH2:35][CH2:34]3)[NH:29]2)=[CH:25][CH:24]=1. The yield is 0.770. The reactants are [F:1][C:2]1[C:12]([SH:13])=[CH:11][CH:10]=[CH:9][C:3]=1[C:4]([O:6][CH2:7][CH3:8])=[O:5].C1C(=O)N(Cl)C(=O)C1.[Cl:22][C:23]1[C:31]([F:32])=[C:30]2[C:26]([CH:27]=[C:28]([CH:33]3[CH2:35][CH2:34]3)[NH:29]2)=[CH:25][CH:24]=1. (4) The reactants are [CH2:1]([O:8][C:9]([NH:11][C@H:12]([CH2:17][OH:18])[C:13]([O:15][CH3:16])=[O:14])=[O:10])[C:2]1[CH:7]=[CH:6][CH:5]=[CH:4][CH:3]=1.CO[C:21](OC)([CH3:23])[CH3:22].B(F)(F)F.CCOCC. No catalyst specified. The product is [CH3:22][C:21]1([CH3:23])[N:11]([C:9]([O:8][CH2:1][C:2]2[CH:3]=[CH:4][CH:5]=[CH:6][CH:7]=2)=[O:10])[C@@H:12]([C:13]([O:15][CH3:16])=[O:14])[CH2:17][O:18]1. The yield is 0.770.